Dataset: Catalyst prediction with 721,799 reactions and 888 catalyst types from USPTO. Task: Predict which catalyst facilitates the given reaction. (1) Reactant: [C:1]([O:5][C:6](=[O:15])[NH:7][CH:8]1[CH2:13][CH2:12][CH:11]([NH2:14])[CH2:10][CH2:9]1)([CH3:4])([CH3:3])[CH3:2].C(N(CC)CC)C.[CH3:23][S:24](Cl)(=[O:26])=[O:25]. Product: [C:1]([O:5][C:6](=[O:15])[NH:7][CH:8]1[CH2:9][CH2:10][CH:11]([NH:14][S:24]([CH3:23])(=[O:26])=[O:25])[CH2:12][CH2:13]1)([CH3:4])([CH3:2])[CH3:3]. The catalyst class is: 2. (2) The catalyst class is: 2. Reactant: [Br:1][C:2]1[CH:3]=[C:4]2[C:9](=[CH:10][CH:11]=1)[N:8]=[C:7]([C:12]1[CH:17]=[CH:16][CH:15]=[CH:14][C:13]=1[OH:18])[N:6]=[C:5]2Cl.[OH:20][C@H:21]([CH2:30][CH:31]([CH3:33])[CH3:32])[C:22]([N:24]1[CH2:29][CH2:28][NH:27][CH2:26][CH2:25]1)=[O:23].[CH2:34](N(CC)CC)C. Product: [Br:1][C:2]1[CH:3]=[C:4]2[C:9](=[CH:10][CH:11]=1)[N:8]=[C:7]([C:12]1[CH:17]=[CH:16][CH:15]=[CH:14][C:13]=1[O:18][CH3:34])[N:6]=[C:5]2[N:27]1[CH2:26][CH2:25][N:24]([C:22](=[O:23])[C@H:21]([OH:20])[CH2:30][CH:31]([CH3:33])[CH3:32])[CH2:29][CH2:28]1.